Predict the product of the given reaction. From a dataset of Forward reaction prediction with 1.9M reactions from USPTO patents (1976-2016). (1) Given the reactants [F:1][C:2]1[CH:3]=[C:4]([CH:8]=[CH:9][C:10]=1[NH:11][C:12]1[C:17]([F:18])=[C:16]([N:19]2[CH2:24][CH2:23][CH:22]([C:25]3[O:29][N:28]=[C:27]([C:30]([F:33])([CH3:32])[CH3:31])[N:26]=3)[CH2:21][CH2:20]2)[N:15]=[CH:14][N:13]=1)[C:5](O)=[O:6].[Cl-].[NH4+].C[N:37](C(ON1N=NC2C=CC=NC1=2)=[N+](C)C)C.F[P-](F)(F)(F)(F)F.C(N(C(C)C)C(C)C)C, predict the reaction product. The product is: [F:1][C:2]1[CH:3]=[C:4]([CH:8]=[CH:9][C:10]=1[NH:11][C:12]1[C:17]([F:18])=[C:16]([N:19]2[CH2:20][CH2:21][CH:22]([C:25]3[O:29][N:28]=[C:27]([C:30]([F:33])([CH3:32])[CH3:31])[N:26]=3)[CH2:23][CH2:24]2)[N:15]=[CH:14][N:13]=1)[C:5]([NH2:37])=[O:6]. (2) Given the reactants [Cl:1][CH:2]1[C:4](Cl)(Cl)[C:3]1(Cl)Cl.[CH:9]([NH:12][CH:13]([CH3:15])[CH3:14])([CH3:11])[CH3:10], predict the reaction product. The product is: [Cl-:1].[CH:9]([N:12]([CH:13]([CH3:15])[CH3:14])[C:3]1[CH2+:2]([Cl:1])[C:4]=1[N:12]([CH:13]([CH3:15])[CH3:14])[CH:9]([CH3:11])[CH3:10])([CH3:11])[CH3:10]. (3) Given the reactants [CH2:1]([O:3][C:4](=[O:23])[CH2:5][C:6]1[CH:11]=[C:10]([F:12])[CH:9]=[C:8]([O:13][C:14]2[CH:19]=[CH:18][C:17]([Br:20])=[CH:16][C:15]=2[CH2:21]Br)[CH:7]=1)[CH3:2].[CH3:24][C@@H:25]1[C@H:29]([C:30]2[CH:35]=[CH:34][CH:33]=[CH:32][CH:31]=2)[O:28][C:27](=[O:36])[NH:26]1, predict the reaction product. The product is: [CH2:1]([O:3][C:4](=[O:23])[CH2:5][C:6]1[CH:11]=[C:10]([F:12])[CH:9]=[C:8]([O:13][C:14]2[CH:19]=[CH:18][C:17]([Br:20])=[CH:16][C:15]=2[CH2:21][N:26]2[C@H:25]([CH3:24])[C@H:29]([C:30]3[CH:35]=[CH:34][CH:33]=[CH:32][CH:31]=3)[O:28][C:27]2=[O:36])[CH:7]=1)[CH3:2]. (4) Given the reactants [F:1][C:2]1[CH:7]=[CH:6][C:5]([C@H:8]([CH2:18][CH3:19])[CH2:9][C@:10]([OH:17])([C:13]([F:16])([F:15])[F:14])[CH:11]=O)=[C:4]([O:20][CH3:21])[C:3]=1[CH3:22].[NH2:23][C:24]1[CH:33]=[CH:32][CH:31]=[C:30]2[C:25]=1[CH:26]=[CH:27][NH:28][C:29]2=[O:34], predict the reaction product. The product is: [F:1][C:2]1[CH:7]=[CH:6][C:5]([C@H:8]([CH2:18][CH3:19])[CH2:9][C@:10]([OH:17])([C:13]([F:16])([F:15])[F:14])[CH:11]=[N:23][C:24]2[CH:33]=[CH:32][CH:31]=[C:30]3[C:25]=2[CH:26]=[CH:27][NH:28][C:29]3=[O:34])=[C:4]([O:20][CH3:21])[C:3]=1[CH3:22]. (5) Given the reactants [CH3:1][O:2][C:3]([C:5]1[CH:6]=[C:7]2[CH:13]=[C:12]([C:14]([C:21]3[CH:26]=[CH:25][C:24]([S:27]([CH3:30])(=[O:29])=[O:28])=[CH:23][CH:22]=3)=[CH:15][CH:16]3[CH2:20][CH2:19][CH2:18][CH2:17]3)[N:11](S(C3C=CC=CC=3)(=O)=O)[C:8]2=[N:9][CH:10]=1)=[O:4].[F-].C([N+](CCCC)(CCCC)CCCC)CCC, predict the reaction product. The product is: [CH3:1][O:2][C:3]([C:5]1[CH:6]=[C:7]2[CH:13]=[C:12]([C:14]([C:21]3[CH:22]=[CH:23][C:24]([S:27]([CH3:30])(=[O:29])=[O:28])=[CH:25][CH:26]=3)=[CH:15][CH:16]3[CH2:17][CH2:18][CH2:19][CH2:20]3)[NH:11][C:8]2=[N:9][CH:10]=1)=[O:4]. (6) Given the reactants [Cl:1][C:2]1[CH:3]=[C:4]2[C:8](=[CH:9][CH:10]=1)[N:7]([CH3:11])[C:6]([C:12]([OH:14])=O)=[C:5]2[CH3:15].C([O:18][C:19](=[O:41])[C:20]([O:23][C:24]1[CH:29]=[CH:28][C:27]([O:30][C:31]2[CH:36]=[C:35]([F:37])[CH:34]=[C:33]([CH2:38][NH2:39])[CH:32]=2)=[CH:26][C:25]=1[CH3:40])([CH3:22])[CH3:21])C, predict the reaction product. The product is: [Cl:1][C:2]1[CH:3]=[C:4]2[C:8](=[CH:9][CH:10]=1)[N:7]([CH3:11])[C:6]([C:12]([NH:39][CH2:38][C:33]1[CH:32]=[C:31]([CH:36]=[C:35]([F:37])[CH:34]=1)[O:30][C:27]1[CH:28]=[CH:29][C:24]([O:23][C:20]([CH3:22])([CH3:21])[C:19]([OH:41])=[O:18])=[C:25]([CH3:40])[CH:26]=1)=[O:14])=[C:5]2[CH3:15]. (7) Given the reactants I[C:2]1[CH:7]=[C:6]([I:8])[N:5]=[CH:4][N:3]=1.[NH2:9][C:10]1[CH:19]=[C:18]2[C:13]([CH:14]=[CH:15][CH:16]=[N:17]2)=[CH:12][CH:11]=1.C([O-])([O-])=O.[K+].[K+], predict the reaction product. The product is: [I:8][C:6]1[N:5]=[CH:4][N:3]=[C:2]([NH:9][C:10]2[CH:19]=[C:18]3[C:13]([CH:14]=[CH:15][CH:16]=[N:17]3)=[CH:12][CH:11]=2)[CH:7]=1. (8) Given the reactants [CH3:1][C:2]1[CH:7]=[CH:6][CH:5]=[C:4]([CH3:8])[C:3]=1O.[OH-:10].[K+].[CH2:12](Cl)[CH:13]=[C:14]([CH3:16])[CH3:15], predict the reaction product. The product is: [CH3:1][C:2]1[C:3](=[O:10])[C:4]([CH3:8])([CH2:12][CH:13]=[C:14]([CH3:16])[CH3:15])[CH:5]=[CH:6][CH:7]=1.